From a dataset of NCI-60 drug combinations with 297,098 pairs across 59 cell lines. Regression. Given two drug SMILES strings and cell line genomic features, predict the synergy score measuring deviation from expected non-interaction effect. (1) Drug 1: C1C(C(OC1N2C=NC3=C(N=C(N=C32)Cl)N)CO)O. Drug 2: C1CN(CCN1C(=O)CCBr)C(=O)CCBr. Cell line: HT29. Synergy scores: CSS=31.3, Synergy_ZIP=-8.79, Synergy_Bliss=-4.77, Synergy_Loewe=-7.23, Synergy_HSA=-1.69. (2) Drug 1: CC12CCC3C(C1CCC2O)C(CC4=C3C=CC(=C4)O)CCCCCCCCCS(=O)CCCC(C(F)(F)F)(F)F. Drug 2: C1C(C(OC1N2C=NC(=NC2=O)N)CO)O. Cell line: U251. Synergy scores: CSS=-11.2, Synergy_ZIP=3.25, Synergy_Bliss=-7.61, Synergy_Loewe=-68.1, Synergy_HSA=-20.0. (3) Drug 1: C1CN1P(=S)(N2CC2)N3CC3. Drug 2: COC1=C2C(=CC3=C1OC=C3)C=CC(=O)O2. Cell line: UO-31. Synergy scores: CSS=6.68, Synergy_ZIP=-1.49, Synergy_Bliss=2.15, Synergy_Loewe=-4.43, Synergy_HSA=-0.0136. (4) Drug 1: C1=CN(C(=O)N=C1N)C2C(C(C(O2)CO)O)(F)F. Synergy scores: CSS=72.4, Synergy_ZIP=-1.77, Synergy_Bliss=-2.67, Synergy_Loewe=-5.71, Synergy_HSA=2.75. Drug 2: CNC(=O)C1=NC=CC(=C1)OC2=CC=C(C=C2)NC(=O)NC3=CC(=C(C=C3)Cl)C(F)(F)F. Cell line: SW-620. (5) Drug 1: C1CC(=O)NC(=O)C1N2CC3=C(C2=O)C=CC=C3N. Drug 2: CC(C)NC(=O)C1=CC=C(C=C1)CNNC.Cl. Cell line: RPMI-8226. Synergy scores: CSS=5.20, Synergy_ZIP=-0.262, Synergy_Bliss=5.46, Synergy_Loewe=-6.82, Synergy_HSA=-6.38. (6) Drug 1: CC1CCC2CC(C(=CC=CC=CC(CC(C(=O)C(C(C(=CC(C(=O)CC(OC(=O)C3CCCCN3C(=O)C(=O)C1(O2)O)C(C)CC4CCC(C(C4)OC)OCCO)C)C)O)OC)C)C)C)OC. Drug 2: C1=CC=C(C(=C1)C(C2=CC=C(C=C2)Cl)C(Cl)Cl)Cl. Cell line: SF-539. Synergy scores: CSS=-1.75, Synergy_ZIP=10.9, Synergy_Bliss=14.6, Synergy_Loewe=8.47, Synergy_HSA=8.00.